Dataset: Peptide-MHC class I binding affinity with 185,985 pairs from IEDB/IMGT. Task: Regression. Given a peptide amino acid sequence and an MHC pseudo amino acid sequence, predict their binding affinity value. This is MHC class I binding data. (1) The peptide sequence is QVPLRPMTYK. The MHC is HLA-C06:02 with pseudo-sequence HLA-C06:02. The binding affinity (normalized) is 0. (2) The peptide sequence is RAAPLMQSL. The MHC is BoLA-HD6 with pseudo-sequence BoLA-HD6. The binding affinity (normalized) is 0.411. (3) The peptide sequence is EEMATKADY. The MHC is HLA-B08:01 with pseudo-sequence HLA-B08:01. The binding affinity (normalized) is 0.0847. (4) The peptide sequence is VMAIYLEPW. The MHC is Mamu-B17 with pseudo-sequence Mamu-B17. The binding affinity (normalized) is 0.685. (5) The peptide sequence is FVNYNFTLV. The MHC is Patr-B0101 with pseudo-sequence Patr-B0101. The binding affinity (normalized) is 0. (6) The peptide sequence is IIIPFIAYFV. The MHC is HLA-B51:01 with pseudo-sequence HLA-B51:01. The binding affinity (normalized) is 0.0836.